Dataset: Forward reaction prediction with 1.9M reactions from USPTO patents (1976-2016). Task: Predict the product of the given reaction. (1) Given the reactants C[N:2]1[CH2:11][C:10](C)(C)[C:9]2[C:4](=[CH:5][C:6]([NH2:14])=[CH:7][CH:8]=2)[CH2:3]1.Cl[C:16]1[N:21]=[C:20]([C:22]2[C:23]([C:31]3[CH:32]=[C:33]([NH:37][C:38](=[O:47])[C:39]4[C:44]([F:45])=[CH:43][CH:42]=[CH:41][C:40]=4[F:46])[CH:34]=[CH:35][CH:36]=3)=[N:24][N:25]3[CH:30]=[CH:29][CH:28]=[CH:27][C:26]=23)[CH:19]=[CH:18][N:17]=1, predict the reaction product. The product is: [NH2:2][CH:11]1[CH2:3][C:4]2[C:9](=[CH:8][CH:7]=[C:6]([NH:14][C:16]3[N:21]=[C:20]([C:22]4[C:23]([C:31]5[CH:32]=[C:33]([NH:37][C:38](=[O:47])[C:39]6[C:40]([F:46])=[CH:41][CH:42]=[CH:43][C:44]=6[F:45])[CH:34]=[CH:35][CH:36]=5)=[N:24][N:25]5[CH:30]=[CH:29][CH:28]=[CH:27][C:26]=45)[CH:19]=[CH:18][N:17]=3)[CH:5]=2)[CH2:10]1. (2) Given the reactants Cl[C:2]1[N:7]=[C:6]([NH:8][C:9]2[CH:14]=[CH:13][C:12]([N:15]3[CH2:20][CH2:19][O:18][CH2:17][CH2:16]3)=[CH:11][C:10]=2[O:21][CH3:22])[C:5]([Cl:23])=[CH:4][N:3]=1.[CH3:24][O:25][C:26]1[C:31]2[CH2:32][CH2:33][CH:34]([N:37]3[CH2:42][CH2:41][O:40][CH2:39][CH2:38]3)[CH2:35][CH2:36][C:30]=2[CH:29]=[CH:28][C:27]=1[NH2:43], predict the reaction product. The product is: [Cl:23][C:5]1[C:6]([NH:8][C:9]2[CH:14]=[CH:13][C:12]([N:15]3[CH2:20][CH2:19][O:18][CH2:17][CH2:16]3)=[CH:11][C:10]=2[O:21][CH3:22])=[N:7][C:2]([NH:43][C:27]2[CH:28]=[CH:29][C:30]3[CH2:36][CH2:35][CH:34]([N:37]4[CH2:42][CH2:41][O:40][CH2:39][CH2:38]4)[CH2:33][CH2:32][C:31]=3[C:26]=2[O:25][CH3:24])=[N:3][CH:4]=1. (3) The product is: [OH:1][C:2]1[C:11]([C:12](=[O:15])[CH2:13][CH3:14])=[C:10]2[C:5]([C:6]([CH2:17][CH2:18][CH3:19])=[CH:7][C:8](=[O:16])[O:9]2)=[C:4]2[O:20][C:21]([CH3:25])([CH3:24])[CH2:22][CH2:23][C:3]=12. Given the reactants [OH:1][C:2]1[C:11]([C:12](=[O:15])[CH2:13][CH3:14])=[C:10]2[C:5]([C:6]([CH2:17][CH2:18][CH3:19])=[CH:7][C:8](=[O:16])[O:9]2)=[C:4]2[O:20][C:21]([CH3:25])([CH3:24])[CH:22]=[CH:23][C:3]=12.[H][H], predict the reaction product.